Dataset: Reaction yield outcomes from USPTO patents with 853,638 reactions. Task: Predict the reaction yield, written as a fraction of the theoretical maximum amount of product (1.0 means a 100% yield; for example, 0.34 means a 34% yield). The reactants are [Cl:1][C:2]1[CH:7]=[CH:6][C:5]([CH2:8][C:9]([O:11][CH3:12])=[O:10])=[CH:4][CH:3]=1.[CH2:13]=[O:14].Cl. The catalyst is CS(C)=O.C[O-].[Na+]. The product is [Cl:1][C:2]1[CH:3]=[CH:4][C:5]([CH:8]([CH2:13][OH:14])[C:9]([O:11][CH3:12])=[O:10])=[CH:6][CH:7]=1. The yield is 0.920.